From a dataset of Forward reaction prediction with 1.9M reactions from USPTO patents (1976-2016). Predict the product of the given reaction. Given the reactants [Cl:1][C:2]1[CH:7]=[CH:6][C:5]([C:8]2[C:12]([CH2:13][CH2:14][C:15]([OH:17])=O)=[CH:11][O:10][N:9]=2)=[CH:4][CH:3]=1.C([N:20](CC)CC)C.C(Cl)(=O)OCC.N, predict the reaction product. The product is: [Cl:1][C:2]1[CH:7]=[CH:6][C:5]([C:8]2[C:12]([CH2:13][CH2:14][C:15]([NH2:20])=[O:17])=[CH:11][O:10][N:9]=2)=[CH:4][CH:3]=1.